Dataset: Reaction yield outcomes from USPTO patents with 853,638 reactions. Task: Predict the reaction yield, written as a fraction of the theoretical maximum amount of product (1.0 means a 100% yield; for example, 0.34 means a 34% yield). (1) The reactants are ClC(Cl)(Cl)CO[C:5](=[O:31])[NH:6][C:7]1[C:8]([CH3:30])=[C:9]([CH2:26][CH2:27][CH2:28][OH:29])[C:10]2[O:14][CH2:13][CH:12]([C:15]3[CH:20]=[CH:19][C:18]([CH:21]([CH3:23])[CH3:22])=[CH:17][CH:16]=3)[C:11]=2[C:24]=1[CH3:25].[NH2:34][CH2:35][CH2:36][OH:37]. The catalyst is CCCCCC.C(OCC)(=O)C. The product is [OH:37][CH2:36][CH2:35][NH:34][C:5]([NH:6][C:7]1[C:8]([CH3:30])=[C:9]([CH2:26][CH2:27][CH2:28][OH:29])[C:10]2[O:14][CH2:13][CH:12]([C:15]3[CH:20]=[CH:19][C:18]([CH:21]([CH3:22])[CH3:23])=[CH:17][CH:16]=3)[C:11]=2[C:24]=1[CH3:25])=[O:31]. The yield is 0.530. (2) The reactants are [O:1]1[CH2:6][CH2:5][N:4]([C:7]2[CH:13]=[CH:12][C:10]([NH2:11])=[CH:9][CH:8]=2)[CH2:3][CH2:2]1.[F:14][C:15]([F:27])([F:26])[O:16][C:17]1[CH:22]=[CH:21][C:20]([N:23]=[C:24]=[O:25])=[CH:19][CH:18]=1. The catalyst is C(Cl)Cl. The product is [N:4]1([C:7]2[CH:13]=[CH:12][C:10]([NH:11][C:24]([NH:23][C:20]3[CH:21]=[CH:22][C:17]([O:16][C:15]([F:14])([F:26])[F:27])=[CH:18][CH:19]=3)=[O:25])=[CH:9][CH:8]=2)[CH2:3][CH2:2][O:1][CH2:6][CH2:5]1. The yield is 0.740. (3) The reactants are N1C=CC=C1.[CH2:6]([O:8][CH2:9][CH2:10][NH2:11])[CH3:7].[OH:12][C:13]1[CH:18]=[CH:17][C:16]([C:19](=O)[CH2:20][CH2:21][C:22]([C:24]2[CH:32]=[CH:31][C:27]([C:28]([OH:30])=[O:29])=[CH:26][CH:25]=2)=O)=[CH:15][CH:14]=1. No catalyst specified. The product is [CH2:6]([O:8][CH2:9][CH2:10][N:11]1[C:19]([C:16]2[CH:17]=[CH:18][C:13]([OH:12])=[CH:14][CH:15]=2)=[CH:20][CH:21]=[C:22]1[C:24]1[CH:32]=[CH:31][C:27]([C:28]([OH:30])=[O:29])=[CH:26][CH:25]=1)[CH3:7]. The yield is 0.370. (4) The reactants are [Br:1][C:2]1[CH:7]=[CH:6][C:5]([F:8])=[C:4](I)[CH:3]=1.[CH2:10]([S:12]([C:15]1[CH:20]=[CH:19][C:18](B(O)O)=[CH:17][CH:16]=1)(=[O:14])=[O:13])[CH3:11].C([O-])([O-])=O.[Na+].[Na+]. The catalyst is O1CCOCC1. The product is [CH2:10]([S:12]([C:15]1[CH:20]=[CH:19][C:18]([C:4]2[CH:3]=[C:2]([Br:1])[CH:7]=[CH:6][C:5]=2[F:8])=[CH:17][CH:16]=1)(=[O:13])=[O:14])[CH3:11]. The yield is 0.840. (5) The reactants are [C:1]1(=O)[CH2:5][CH2:4][CH2:3][CH2:2]1.[C:7](OCC)(=O)[C:8]([O:10][CH2:11][CH3:12])=[O:9].CC([O-])(C)C.[K+].Cl.[NH2:24][NH2:25]. The catalyst is CCO.C1COCC1.O. The product is [CH2:11]([O:10][C:8]([C:7]1[C:2]2[CH2:3][CH2:4][CH2:5][C:1]=2[NH:25][N:24]=1)=[O:9])[CH3:12]. The yield is 0.710. (6) The reactants are [CH3:1][C:2]1[S:6][C:5]([CH:7]2[CH2:12][CH2:11][O:10][CH2:9][CH2:8]2)=[N:4][C:3]=1[CH2:13]O.[Br:15]P(Br)Br. The catalyst is ClCCl. The product is [Br:15][CH2:13][C:3]1[N:4]=[C:5]([CH:7]2[CH2:12][CH2:11][O:10][CH2:9][CH2:8]2)[S:6][C:2]=1[CH3:1]. The yield is 0.880. (7) The reactants are [CH2:1]([NH:6][C:7]1[CH:12]=[CH:11][C:10]([C:13]2[O:14][C:15]3[CH:21]=[CH:20][CH:19]=[CH:18][C:16]=3[N:17]=2)=[CH:9][C:8]=1[N+:22]([O-])=O)[C:2]([CH3:5])([CH3:4])[CH3:3].[H][H]. The catalyst is [C].[Pd].O1CCCC1. The product is [CH2:1]([NH:6][C:7]1[CH:12]=[CH:11][C:10]([C:13]2[O:14][C:15]3[CH:21]=[CH:20][CH:19]=[CH:18][C:16]=3[N:17]=2)=[CH:9][C:8]=1[NH2:22])[C:2]([CH3:5])([CH3:4])[CH3:3]. The yield is 0.890.